From a dataset of Reaction yield outcomes from USPTO patents with 853,638 reactions. Predict the reaction yield, written as a fraction of the theoretical maximum amount of product (1.0 means a 100% yield; for example, 0.34 means a 34% yield). The reactants are Cl[C:2]1[N:7]=[CH:6][C:5]2[CH:8]=[CH:9][N:10]([CH2:11][O:12][CH2:13][CH2:14][Si:15]([CH3:18])([CH3:17])[CH3:16])[C:4]=2[CH:3]=1.[CH3:19][O:20][CH:21]1[CH2:26][CH2:25][N:24]([C:27]2[N:32]=[C:31]([NH2:33])[CH:30]=[CH:29][N:28]=2)[CH2:23][CH2:22]1.CC(C)([O-])C.[Na+]. The catalyst is C(O)(C)(C)C. The product is [CH3:19][O:20][CH:21]1[CH2:22][CH2:23][N:24]([C:27]2[N:32]=[C:31]([NH:33][C:2]3[N:7]=[CH:6][C:5]4[CH:8]=[CH:9][N:10]([CH2:11][O:12][CH2:13][CH2:14][Si:15]([CH3:18])([CH3:17])[CH3:16])[C:4]=4[CH:3]=3)[CH:30]=[CH:29][N:28]=2)[CH2:25][CH2:26]1. The yield is 0.930.